Dataset: Peptide-MHC class II binding affinity with 134,281 pairs from IEDB. Task: Regression. Given a peptide amino acid sequence and an MHC pseudo amino acid sequence, predict their binding affinity value. This is MHC class II binding data. (1) The peptide sequence is NIRQAGVQY. The MHC is DRB1_0405 with pseudo-sequence DRB1_0405. The binding affinity (normalized) is 0.215. (2) The peptide sequence is CAWTIVRVEILRNFY. The MHC is DRB5_0101 with pseudo-sequence DRB5_0101. The binding affinity (normalized) is 0.230.